Dataset: Full USPTO retrosynthesis dataset with 1.9M reactions from patents (1976-2016). Task: Predict the reactants needed to synthesize the given product. (1) Given the product [C:1]([O:4][C:5]1[C:10]([CH3:11])=[CH:9][C:8]([O:12][CH2:16][CH:17]=[CH:18][C:19]2[CH:24]=[CH:23][CH:22]=[CH:21][CH:20]=2)=[C:7]([CH3:13])[C:6]=1[CH3:14])(=[O:3])[CH3:2], predict the reactants needed to synthesize it. The reactants are: [C:1]([O:4][C:5]1[C:10]([CH3:11])=[CH:9][C:8]([OH:12])=[C:7]([CH3:13])[C:6]=1[CH3:14])(=[O:3])[CH3:2].Cl[CH2:16][CH:17]=[CH:18][C:19]1[CH:24]=[CH:23][CH:22]=[CH:21][CH:20]=1.C(=O)([O-])[O-].[K+].[K+].O. (2) The reactants are: C([O:4][C:5]1[CH:10]=[CH:9][C:8]([C:11]2[N:12]=[C:13]([CH2:29][C:30]3[CH:35]=[CH:34][CH:33]=[CH:32][CH:31]=3)[C:14]([NH:17][S:18]([CH2:21][C:22]3[CH:27]=[CH:26][C:25]([OH:28])=[CH:24][CH:23]=3)(=[O:20])=[O:19])=[N:15][CH:16]=2)=[CH:7][CH:6]=1)(=O)C.[OH-].[Na+].Cl. Given the product [CH2:29]([C:13]1[C:14]([NH:17][S:18]([CH2:21][C:22]2[CH:23]=[CH:24][C:25]([OH:28])=[CH:26][CH:27]=2)(=[O:20])=[O:19])=[N:15][CH:16]=[C:11]([C:8]2[CH:7]=[CH:6][C:5]([OH:4])=[CH:10][CH:9]=2)[N:12]=1)[C:30]1[CH:35]=[CH:34][CH:33]=[CH:32][CH:31]=1, predict the reactants needed to synthesize it. (3) Given the product [CH3:1][O:2][C:3](=[O:12])[C:4]1[C:9]([CH2:10][Br:13])=[CH:8][CH:7]=[CH:6][C:5]=1[Br:11], predict the reactants needed to synthesize it. The reactants are: [CH3:1][O:2][C:3](=[O:12])[C:4]1[C:9]([CH3:10])=[CH:8][CH:7]=[CH:6][C:5]=1[Br:11].[Br:13]N1C(=O)CCC1=O.C(OOC(=O)C1C=CC=CC=1)(=O)C1C=CC=CC=1. (4) Given the product [ClH:21].[NH2:1][C@H:4]([C@H:14]1[O:18][C:17](=[O:19])[C@H:16]([CH3:20])[CH2:15]1)[CH2:5][OH:6], predict the reactants needed to synthesize it. The reactants are: [N:1]([C@H:4]([C@H:14]1[O:18][C:17](=[O:19])[C@H:16]([CH3:20])[CH2:15]1)[CH2:5][O:6]CC1C=CC=CC=1)=[N+]=[N-].[ClH:21].O1CCOCC1.[H][H]. (5) Given the product [NH2:11][CH2:10][C:3]1[C:4](=[O:9])[NH:5][C:6]([CH3:8])=[CH:7][C:2]=1[O:1][CH3:13], predict the reactants needed to synthesize it. The reactants are: [OH:1][C:2]1[CH:7]=[C:6]([CH3:8])[NH:5][C:4](=[O:9])[C:3]=1[C:10]#[N:11].N.[CH3:13]O.